Dataset: Full USPTO retrosynthesis dataset with 1.9M reactions from patents (1976-2016). Task: Predict the reactants needed to synthesize the given product. Given the product [NH2:24][C:23]1[N:10]([C:11]2[CH:12]=[N:13][CH:14]=[C:15]([C:17]([F:18])([F:19])[F:20])[CH:16]=2)[C:3]([C:2]([F:1])([F:21])[F:22])=[C:4]([C:5]([O:7][CH2:8][CH3:9])=[O:6])[CH:31]([C:32]2[CH:37]=[CH:36][C:35]([C:38]#[N:39])=[CH:34][CH:33]=2)[C:25]=1[C:26]([O:28][CH2:29][CH3:30])=[O:27], predict the reactants needed to synthesize it. The reactants are: [F:1][C:2]([F:22])([F:21])/[C:3](/[NH:10][C:11]1[CH:12]=[N:13][CH:14]=[C:15]([C:17]([F:20])([F:19])[F:18])[CH:16]=1)=[CH:4]\[C:5]([O:7][CH2:8][CH3:9])=[O:6].[C:23](/[C:25](=[CH:31]/[C:32]1[CH:37]=[CH:36][C:35]([C:38]#[N:39])=[CH:34][CH:33]=1)/[C:26]([O:28][CH2:29][CH3:30])=[O:27])#[N:24].N12CCCN=C1CCCCC2.